From a dataset of Catalyst prediction with 721,799 reactions and 888 catalyst types from USPTO. Predict which catalyst facilitates the given reaction. Reactant: [CH2:1]([N:4]1[C@H:8]2[CH2:9][CH2:10][CH2:11][CH2:12][C@@H:7]2[N:6]([CH:13]2[CH2:18][CH2:17][NH:16][CH2:15][CH2:14]2)[C:5]1=[O:19])[CH:2]=[CH2:3].O=[C:21]1[CH2:26][CH2:25][N:24]([C:27]([O:29][CH2:30][CH3:31])=[O:28])[CH2:23][CH2:22]1.C([BH3-])#N.[Na+]. Product: [CH2:1]([N:4]1[C@H:8]2[CH2:9][CH2:10][CH2:11][CH2:12][C@@H:7]2[N:6]([CH:13]2[CH2:14][CH2:15][N:16]([CH:21]3[CH2:26][CH2:25][N:24]([C:27]([O:29][CH2:30][CH3:31])=[O:28])[CH2:23][CH2:22]3)[CH2:17][CH2:18]2)[C:5]1=[O:19])[CH:2]=[CH2:3]. The catalyst class is: 466.